Dataset: Merck oncology drug combination screen with 23,052 pairs across 39 cell lines. Task: Regression. Given two drug SMILES strings and cell line genomic features, predict the synergy score measuring deviation from expected non-interaction effect. (1) Drug 1: C#Cc1cccc(Nc2ncnc3cc(OCCOC)c(OCCOC)cc23)c1. Drug 2: CCc1cnn2c(NCc3ccc[n+]([O-])c3)cc(N3CCCCC3CCO)nc12. Cell line: A2058. Synergy scores: synergy=0.841. (2) Drug 1: COC1CC2CCC(C)C(O)(O2)C(=O)C(=O)N2CCCCC2C(=O)OC(C(C)CC2CCC(OP(C)(C)=O)C(OC)C2)CC(=O)C(C)C=C(C)C(O)C(OC)C(=O)C(C)CC(C)C=CC=CC=C1C. Drug 2: CCc1cnn2c(NCc3ccc[n+]([O-])c3)cc(N3CCCCC3CCO)nc12. Cell line: EFM192B. Synergy scores: synergy=21.9. (3) Drug 1: NC1(c2ccc(-c3nc4ccn5c(=O)[nH]nc5c4cc3-c3ccccc3)cc2)CCC1. Drug 2: Cn1c(=O)n(-c2ccc(C(C)(C)C#N)cc2)c2c3cc(-c4cnc5ccccc5c4)ccc3ncc21. Cell line: HCT116. Synergy scores: synergy=47.1. (4) Drug 1: COC1=C2CC(C)CC(OC)C(O)C(C)C=C(C)C(OC(N)=O)C(OC)C=CC=C(C)C(=O)NC(=CC1=O)C2=O. Drug 2: NC1CCCCC1N.O=C(O)C(=O)O.[Pt+2]. Cell line: KPL1. Synergy scores: synergy=3.40.